Task: Predict the product of the given reaction.. Dataset: Forward reaction prediction with 1.9M reactions from USPTO patents (1976-2016) (1) Given the reactants C12BC(CCC1)CCC2.[CH2:10]=[CH:11][C:12]1[CH:17]=[CH:16][CH:15]=[CH:14][CH:13]=1.[OH-].[Na+].Cl[C:21]1[CH:29]=[C:28]2[C:24]([C:25]([NH:38][C:39](=[O:43])[CH2:40][CH2:41][CH3:42])=[N:26][N:27]2[CH2:30][O:31][CH2:32][CH2:33][Si:34]([CH3:37])([CH3:36])[CH3:35])=[CH:23][CH:22]=1.[F-].[Cs+], predict the reaction product. The product is: [C:12]1([CH2:11][CH2:10][C:21]2[CH:29]=[C:28]3[C:24]([C:25]([NH:38][C:39](=[O:43])[CH2:40][CH2:41][CH3:42])=[N:26][N:27]3[CH2:30][O:31][CH2:32][CH2:33][Si:34]([CH3:37])([CH3:35])[CH3:36])=[CH:23][CH:22]=2)[CH:17]=[CH:16][CH:15]=[CH:14][CH:13]=1. (2) The product is: [CH3:23][C:3]1[C:2]([O:25][CH3:24])=[C:7]([N+:8]([O-:10])=[O:9])[CH:6]=[CH:5][C:4]=1[N:11]1[CH2:16][CH2:15][CH:14]([N:17]2[CH2:22][CH2:21][CH2:20][CH2:19][CH2:18]2)[CH2:13][CH2:12]1. Given the reactants Cl[C:2]1[C:3]([CH3:23])=[C:4]([N:11]2[CH2:16][CH2:15][CH:14]([N:17]3[CH2:22][CH2:21][CH2:20][CH2:19][CH2:18]3)[CH2:13][CH2:12]2)[CH:5]=[CH:6][C:7]=1[N+:8]([O-:10])=[O:9].[CH3:24][O-:25].[Na+].O, predict the reaction product. (3) Given the reactants [CH2:1]([S:4]([C:7]1[CH:14]=[CH:13][C:10]([CH:11]=[O:12])=[CH:9][CH:8]=1)(=[O:6])=[O:5])[CH2:2][CH3:3].[CH:15]1([Mg]Br)[CH2:17][CH2:16]1, predict the reaction product. The product is: [CH:15]1([CH:11]([C:10]2[CH:13]=[CH:14][C:7]([S:4]([CH2:1][CH2:2][CH3:3])(=[O:6])=[O:5])=[CH:8][CH:9]=2)[OH:12])[CH2:17][CH2:16]1. (4) The product is: [F:25][C:14]1[CH:15]=[CH:16][CH:2]=[CH:3][C:4]=1[CH2:5][P:6](=[O:13])([O:10][CH2:11][CH3:12])[O:7][CH2:8][CH3:9]. Given the reactants F[C:2]1[CH:3]=[C:4]([CH:14]=[CH:15][CH:16]=1)[CH2:5][P:6](=[O:13])([O:10][CH2:11][CH3:12])[O:7][CH2:8][CH3:9].BrCC1C=CC=CC=1[F:25], predict the reaction product. (5) Given the reactants ClC1C=CC(OC)=C(C=1)CC1C(=O)N(C(NC(CC)C(NCC(OC(C)(C)C)=O)=O)=O)CC(=O)NC1.ClC1C=CC(OC)=C(C=1)CC1C(=O)N(C(N[C@H](CC)C(O)=O)=O)CC(=O)NC1.[Cl:65][C:66]1[CH:74]=[CH:73][C:72]([S:75]([N:78]2[C:84](=[O:85])[CH:83]([CH2:86][C:87]3[CH:92]=[C:91]([Cl:93])[CH:90]=[CH:89][C:88]=3[O:94][CH3:95])[CH2:82][NH:81][C:80](=[O:96])[CH2:79]2)(=[O:77])=[O:76])=[CH:71][C:67]=1[C:68](O)=[O:69].Cl.C(OC(=O)CN)(C)(C)C.[NH2:107][C:108]1[CH:113]=[CH:112][CH:111]=[CH:110][CH:109]=1, predict the reaction product. The product is: [Cl:65][C:66]1[CH:74]=[CH:73][C:72]([S:75]([N:78]2[C:84](=[O:85])[CH:83]([CH2:86][C:87]3[CH:92]=[C:91]([Cl:93])[CH:90]=[CH:89][C:88]=3[O:94][CH3:95])[CH2:82][NH:81][C:80](=[O:96])[CH2:79]2)(=[O:76])=[O:77])=[CH:71][C:67]=1[C:68]([NH:107][C:108]1[CH:113]=[CH:112][CH:111]=[CH:110][CH:109]=1)=[O:69]. (6) Given the reactants [CH2:1]([O:5][C:6]1[CH:11]=[CH:10][C:9]([C:12]([C:15]2[CH:20]=[CH:19][C:18]([O:21][CH2:22][CH:23]3[O:25][CH2:24]3)=[CH:17][CH:16]=2)([CH3:14])[CH3:13])=[CH:8][CH:7]=1)[CH:2]1[O:4][CH2:3]1.CS(C)=[O:28].S(=O)(=O)(O)O.[OH2:35], predict the reaction product. The product is: [OH:35][CH:22]([O:21][C:18]1[CH:19]=[CH:20][C:15]([C:12]([C:9]2[CH:8]=[CH:7][C:6]([O:5][CH:1]([OH:28])[CH:2]([OH:4])[CH3:3])=[CH:11][CH:10]=2)([CH3:13])[CH3:14])=[CH:16][CH:17]=1)[CH:23]([OH:25])[CH3:24]. (7) The product is: [Br:1][C:2]1[CH:7]=[CH:6][C:5]([CH3:8])=[C:4]([S:11][CH3:10])[CH:3]=1. Given the reactants [Br:1][C:2]1[CH:7]=[CH:6][C:5]([CH3:8])=[C:4](F)[CH:3]=1.[CH3:10][S:11]C.[Na].C(=O)([O-])O.[Na+], predict the reaction product. (8) Given the reactants [NH2:1][CH2:2][C@@H:3]1[CH2:8][C@H:7]2[C@H:5]([CH2:6]2)[N:4]1[C:9]([C:11]1[N:12]=[C:13]([CH3:23])[S:14][C:15]=1[C:16]1[CH:21]=[CH:20][CH:19]=[C:18]([F:22])[CH:17]=1)=[O:10].[CH3:24][C:25]1([CH3:37])[CH2:29][C:28]2[CH:30]=[CH:31][CH:32]=[C:33]([C:34](O)=[O:35])[C:27]=2[O:26]1, predict the reaction product. The product is: [F:22][C:18]1[CH:17]=[C:16]([C:15]2[S:14][C:13]([CH3:23])=[N:12][C:11]=2[C:9]([N:4]2[C@H:3]([CH2:2][NH:1][C:34]([C:33]3[C:27]4[O:26][C:25]([CH3:37])([CH3:24])[CH2:29][C:28]=4[CH:30]=[CH:31][CH:32]=3)=[O:35])[CH2:8][C@H:7]3[C@@H:5]2[CH2:6]3)=[O:10])[CH:21]=[CH:20][CH:19]=1. (9) Given the reactants [NH:1]1[CH2:7][C:5](=[O:6])[NH:4][C:2]1=[O:3].NCCO.[C:12]([C:14]1[CH:21]=[CH:20][C:17]([CH:18]=O)=[CH:16][CH:15]=1)#[N:13].Cl, predict the reaction product. The product is: [C:12]([C:14]1[CH:21]=[CH:20][C:17]([CH:18]=[C:7]2[NH:1][C:2](=[O:3])[NH:4][C:5]2=[O:6])=[CH:16][CH:15]=1)#[N:13].